This data is from Peptide-MHC class II binding affinity with 134,281 pairs from IEDB. The task is: Regression. Given a peptide amino acid sequence and an MHC pseudo amino acid sequence, predict their binding affinity value. This is MHC class II binding data. (1) The peptide sequence is AILRRRRRIAEPATC. The MHC is DRB1_0401 with pseudo-sequence DRB1_0401. The binding affinity (normalized) is 0.225. (2) The MHC is DRB1_1101 with pseudo-sequence DRB1_1101. The binding affinity (normalized) is 0.173. The peptide sequence is MSLLTEVETYVLSIV. (3) The peptide sequence is EAHACQINSDQKFVD. The MHC is DRB1_0101 with pseudo-sequence DRB1_0101. The binding affinity (normalized) is 0.230. (4) The peptide sequence is EVVDYLGIPASARPV. The MHC is HLA-DQA10101-DQB10501 with pseudo-sequence HLA-DQA10101-DQB10501. The binding affinity (normalized) is 0.468. (5) The peptide sequence is DLLIEALSAMMLDRL. The MHC is DRB1_1302 with pseudo-sequence DRB1_1302. The binding affinity (normalized) is 0.460. (6) The peptide sequence is GLGWYKIEIDQDHQE. The MHC is HLA-DQA10101-DQB10501 with pseudo-sequence HLA-DQA10101-DQB10501. The binding affinity (normalized) is 0.735. (7) The peptide sequence is LKKLVFGYRKPLDNI. The MHC is DRB1_0802 with pseudo-sequence DRB1_0802. The binding affinity (normalized) is 0.181. (8) The MHC is DRB1_0802 with pseudo-sequence DRB1_0802. The binding affinity (normalized) is 0.615. The peptide sequence is PEKEVLMWKFDSRLAFHH.